This data is from Forward reaction prediction with 1.9M reactions from USPTO patents (1976-2016). The task is: Predict the product of the given reaction. (1) Given the reactants Br[CH2:2][CH2:3][CH2:4][CH2:5][CH2:6][CH2:7][C:8]1[C:14]2[CH:15]=[CH:16][C:17]([OH:19])=[CH:18][C:13]=2[CH2:12][CH2:11][CH2:10][C:9]=1[C:20]1[CH:21]=[N:22][CH:23]=[CH:24][CH:25]=1.[CH3:26][NH:27][CH2:28][CH2:29][CH2:30][S:31]([CH2:33][CH2:34][CH2:35][C:36]([F:42])([F:41])[C:37]([F:40])([F:39])[F:38])=[O:32], predict the reaction product. The product is: [CH3:26][N:27]([CH2:28][CH2:29][CH2:30][S:31]([CH2:33][CH2:34][CH2:35][C:36]([F:42])([F:41])[C:37]([F:40])([F:39])[F:38])=[O:32])[CH2:2][CH2:3][CH2:4][CH2:5][CH2:6][CH2:7][C:8]1[C:14]2[CH:15]=[CH:16][C:17]([OH:19])=[CH:18][C:13]=2[CH2:12][CH2:11][CH2:10][C:9]=1[C:20]1[CH:21]=[N:22][CH:23]=[CH:24][CH:25]=1. (2) Given the reactants [H-].[Na+].[CH3:3][S:4]([NH2:7])(=[O:6])=[O:5].[Cl:8][C:9]1[CH:10]=[C:11]([C:33](O)=[O:34])[CH:12]=[C:13]2[C:18]=1[NH:17][CH:16]([C:19]1[CH:24]=[CH:23][CH:22]=[C:21]([N:25]3[CH2:30][CH2:29][O:28][CH2:27][CH2:26]3)[CH:20]=1)[C:15]([CH3:32])([CH3:31])[CH2:14]2.C(N1C=CN=C1)(N1C=CN=C1)=O, predict the reaction product. The product is: [Cl:8][C:9]1[CH:10]=[C:11]([C:33]([NH:7][S:4]([CH3:3])(=[O:6])=[O:5])=[O:34])[CH:12]=[C:13]2[C:18]=1[NH:17][CH:16]([C:19]1[CH:24]=[CH:23][CH:22]=[C:21]([N:25]3[CH2:26][CH2:27][O:28][CH2:29][CH2:30]3)[CH:20]=1)[C:15]([CH3:31])([CH3:32])[CH2:14]2. (3) Given the reactants [C:1]([O:5][C:6]([NH:8][C@@H:9]1[CH2:14][CH2:13][CH2:12][N:11]([C:15]2[C:20]([O:21][C:22](=[O:27])[C:23]([CH3:26])([CH3:25])[CH3:24])=[CH:19][N:18]=[C:17]3[NH:28][CH:29]=[C:30]([N+:31]([O-])=O)[C:16]=23)[CH2:10]1)=[O:7])([CH3:4])([CH3:3])[CH3:2].CCN(CC)CC.[H][H], predict the reaction product. The product is: [NH2:31][C:30]1[C:16]2[C:17](=[N:18][CH:19]=[C:20]([O:21][C:22](=[O:27])[C:23]([CH3:26])([CH3:25])[CH3:24])[C:15]=2[N:11]2[CH2:12][CH2:13][CH2:14][C@@H:9]([NH:8][C:6]([O:5][C:1]([CH3:4])([CH3:3])[CH3:2])=[O:7])[CH2:10]2)[NH:28][CH:29]=1. (4) Given the reactants C([O:4][C:5]1[CH:6]=[C:7]([C:11]2[CH:16]=[CH:15][C:14]([O:17][CH2:18][CH:19]=[CH2:20])=[CH:13][CH:12]=2)[CH:8]=[CH:9][CH:10]=1)C=C.[Al](Cl)([CH2:24][CH3:25])[CH2:22]C.[CH3:27][CH2:28][O:29][C:30]([CH3:32])=[O:31].[CH3:33][CH2:34][CH2:35]CCC, predict the reaction product. The product is: [CH2:35]([C:6]1[C:5]([OH:4])=[CH:10][CH:9]=[CH:8][C:7]=1[C:11]1[CH:12]=[CH:13][C:14]([OH:17])=[C:15]([CH2:27][CH:24]=[CH2:25])[CH:16]=1)[CH:34]=[CH2:33].[CH2:33]([C:5]1[CH:10]=[CH:9][C:8]([O:29][CH3:28])=[C:7]([C:11]2[CH:12]=[CH:13][C:14]([O:17][CH2:18][CH:19]=[CH2:20])=[CH:15][CH:16]=2)[CH:6]=1)[CH:34]=[CH2:35].[CH2:9]([C:10]1[CH:5]=[CH:6][C:7]([C:11]2[CH:12]=[CH:13][C:14]([OH:17])=[C:15]([CH2:35][CH:34]=[CH2:33])[CH:16]=2)=[CH:32][C:30]=1[OH:31])[CH:8]=[CH2:22].[CH2:35]([C:15]1[CH:16]=[C:11]([C:7]2[CH:8]=[C:9]([CH2:10][CH:5]=[CH2:6])[CH:22]=[CH:32][C:30]=2[O:29][CH3:28])[CH:12]=[CH:13][C:14]=1[OH:17])[CH:34]=[CH2:33]. (5) Given the reactants [CH:1]1([N:7]([C@@H:19]2[CH2:23][CH2:22][N:21]([C:24](=[O:26])[CH3:25])[CH2:20]2)[C:8]([NH:10][C:11]2[S:12][C:13]([S:16]C#N)=[CH:14][N:15]=2)=[O:9])[CH2:6][CH2:5][CH2:4][CH2:3][CH2:2]1.SC[C@@H]([C@@H](CS)O)O.Cl[CH2:36][CH2:37][N:38]1[CH2:42][CH2:41][CH2:40][CH2:39]1, predict the reaction product. The product is: [C:24]([N:21]1[CH2:22][CH2:23][C@@H:19]([N:7]([CH:1]2[CH2:2][CH2:3][CH2:4][CH2:5][CH2:6]2)[C:8]([NH:10][C:11]2[S:12][C:13]([S:16][CH2:36][CH2:37][N:38]3[CH2:42][CH2:41][CH2:40][CH2:39]3)=[CH:14][N:15]=2)=[O:9])[CH2:20]1)(=[O:26])[CH3:25]. (6) Given the reactants [CH3:1][O:2][C:3]1[CH:11]=[CH:10][C:6]([C:7](Cl)=[O:8])=[CH:5][CH:4]=1.[NH2:12][C:13]1[CH:18]=[CH:17][C:16]([C:19](=[O:26])[CH2:20][CH2:21][C:22]([O:24]C)=[O:23])=[CH:15][CH:14]=1, predict the reaction product. The product is: [CH3:1][O:2][C:3]1[CH:11]=[CH:10][C:6]([C:7]([NH:12][C:13]2[CH:14]=[CH:15][C:16]([C:19](=[O:26])[CH2:20][CH2:21][C:22]([OH:24])=[O:23])=[CH:17][CH:18]=2)=[O:8])=[CH:5][CH:4]=1. (7) Given the reactants FC(F)(F)C(O)=O.[F:8][C@H:9]1[CH2:11][C@H:10]1[C:12]([N:14]1[CH2:21][CH:20]2[CH:16]([CH2:17][NH:18][CH2:19]2)[CH2:15]1)=[O:13].C12CNCC1CNC2.C12CC(CNC1)CNC2, predict the reaction product. The product is: [F:8][C@H:9]1[CH2:11][C@H:10]1[C:12]([N:14]1[CH2:21][CH:20]2[CH:16]([CH2:17][NH:18][CH2:19]2)[CH2:15]1)=[O:13].